From a dataset of Merck oncology drug combination screen with 23,052 pairs across 39 cell lines. Regression. Given two drug SMILES strings and cell line genomic features, predict the synergy score measuring deviation from expected non-interaction effect. (1) Drug 1: CC(=O)OC1C(=O)C2(C)C(O)CC3OCC3(OC(C)=O)C2C(OC(=O)c2ccccc2)C2(O)CC(OC(=O)C(O)C(NC(=O)c3ccccc3)c3ccccc3)C(C)=C1C2(C)C. Drug 2: C=CCn1c(=O)c2cnc(Nc3ccc(N4CCN(C)CC4)cc3)nc2n1-c1cccc(C(C)(C)O)n1. Cell line: RKO. Synergy scores: synergy=-2.63. (2) Drug 1: C#Cc1cccc(Nc2ncnc3cc(OCCOC)c(OCCOC)cc23)c1. Drug 2: NC1CCCCC1N.O=C(O)C(=O)O.[Pt+2]. Cell line: OV90. Synergy scores: synergy=-31.2. (3) Drug 1: O=C(O)C1(Cc2cccc(Nc3nccs3)n2)CCC(Oc2cccc(Cl)c2F)CC1. Drug 2: CC1(c2nc3c(C(N)=O)cccc3[nH]2)CCCN1. Cell line: A375. Synergy scores: synergy=15.6. (4) Drug 1: N.N.O=C(O)C1(C(=O)O)CCC1.[Pt]. Drug 2: Cn1c(=O)n(-c2ccc(C(C)(C)C#N)cc2)c2c3cc(-c4cnc5ccccc5c4)ccc3ncc21. Cell line: VCAP. Synergy scores: synergy=27.0.